This data is from NCI-60 drug combinations with 297,098 pairs across 59 cell lines. The task is: Regression. Given two drug SMILES strings and cell line genomic features, predict the synergy score measuring deviation from expected non-interaction effect. Drug 2: CC1=C(C=C(C=C1)C(=O)NC2=CC(=CC(=C2)C(F)(F)F)N3C=C(N=C3)C)NC4=NC=CC(=N4)C5=CN=CC=C5. Synergy scores: CSS=79.6, Synergy_ZIP=12.7, Synergy_Bliss=12.3, Synergy_Loewe=-16.1, Synergy_HSA=10.9. Drug 1: CC1=C2C(C(=O)C3(C(CC4C(C3C(C(C2(C)C)(CC1OC(=O)C(C(C5=CC=CC=C5)NC(=O)OC(C)(C)C)O)O)OC(=O)C6=CC=CC=C6)(CO4)OC(=O)C)OC)C)OC. Cell line: MDA-MB-435.